This data is from Catalyst prediction with 721,799 reactions and 888 catalyst types from USPTO. The task is: Predict which catalyst facilitates the given reaction. (1) Reactant: [CH3:1][C:2]([CH3:23])([CH3:22])[C:3]#[C:4][C:5]1[S:9][C:8]([C:10]([O:12][CH3:13])=[O:11])=[C:7]([NH:14][CH2:15][C:16]2[N:20]([CH3:21])[N:19]=[CH:18][CH:17]=2)[CH:6]=1.N1C=CC=CC=1.[CH3:30][CH:31]1[CH2:36][CH2:35][CH:34]([C:37](Cl)=[O:38])[CH2:33][CH2:32]1. Product: [CH3:1][C:2]([CH3:23])([CH3:22])[C:3]#[C:4][C:5]1[S:9][C:8]([C:10]([O:12][CH3:13])=[O:11])=[C:7]([N:14]([CH2:15][C:16]2[N:20]([CH3:21])[N:19]=[CH:18][CH:17]=2)[C:37]([C@H:34]2[CH2:35][CH2:36][C@H:31]([CH3:30])[CH2:32][CH2:33]2)=[O:38])[CH:6]=1. The catalyst class is: 756. (2) Reactant: [Cl:1][C:2]1[CH:3]=[CH:4][C:5]([F:20])=[C:6]([C:8]2[N:13]=[C:12](I)[C:11]3[CH2:15][C:16]([CH3:19])([CH3:18])[CH2:17][C:10]=3[N:9]=2)[CH:7]=1.[CH3:21][C:22]1[CH:23]=[N:24][CH:25]=[CH:26][C:27]=1[NH2:28].C1C=CC(P(C2C=CC3C(=CC=CC=3)C=2C2C3C(=CC=CC=3)C=CC=2P(C2C=CC=CC=2)C2C=CC=CC=2)C2C=CC=CC=2)=CC=1.C([O-])([O-])=O.[Cs+].[Cs+].C(O)(C(F)(F)F)=O. Product: [Cl:1][C:2]1[CH:3]=[CH:4][C:5]([F:20])=[C:6]([C:8]2[N:13]=[C:12]([NH:28][C:27]3[CH:26]=[CH:25][N:24]=[CH:23][C:22]=3[CH3:21])[C:11]3[CH2:15][C:16]([CH3:19])([CH3:18])[CH2:17][C:10]=3[N:9]=2)[CH:7]=1. The catalyst class is: 231. (3) Reactant: [CH3:1][O:2][C:3]1[CH:11]=[CH:10][CH:9]=[C:8]2[C:4]=1[C:5]([CH:12]=[CH:13][N+:14]([O-])=O)=[CH:6][NH:7]2.[H-].[H-].[H-].[H-].[Li+].[Al+3]. Product: [CH3:1][O:2][C:3]1[CH:11]=[CH:10][CH:9]=[C:8]2[C:4]=1[C:5]([CH2:12][CH2:13][NH2:14])=[CH:6][NH:7]2. The catalyst class is: 7. (4) Reactant: [F:1][C:2]1[CH:3]=[C:4]([CH:6]=[C:7]([F:10])[C:8]=1[F:9])[NH2:5].[Cl:11][S:12]([C:15]1[CH:16]=[CH:17][C:18]([F:24])=[C:19]([CH:23]=1)[C:20](Cl)=[O:21])(=[O:14])=[O:13]. Product: [F:1][C:2]1[CH:3]=[C:4]([NH:5][C:20]([C:19]2[CH:23]=[C:15]([S:12]([Cl:11])(=[O:14])=[O:13])[CH:16]=[CH:17][C:18]=2[F:24])=[O:21])[CH:6]=[C:7]([F:10])[C:8]=1[F:9]. The catalyst class is: 11. (5) Reactant: [Cl:1][C:2]1[C:10]2[N:9]=[C:8]3[N:11]([C:15]4[CH:20]=[CH:19][C:18]([Cl:21])=[CH:17][C:16]=4[Cl:22])[CH2:12][CH2:13][CH2:14][N:7]3[C:6]=2[C:5](/[CH:23]=[CH:24]/[C:25]([O:27][CH2:28][CH3:29])=[O:26])=[CH:4][CH:3]=1.[CH2:30]([Mg]Br)[CH3:31].[Cl-].[NH4+]. Product: [Cl:1][C:2]1[C:10]2[N:9]=[C:8]3[N:11]([C:15]4[CH:20]=[CH:19][C:18]([Cl:21])=[CH:17][C:16]=4[Cl:22])[CH2:12][CH2:13][CH2:14][N:7]3[C:6]=2[C:5]([CH:23]([CH2:30][CH3:31])[CH2:24][C:25]([O:27][CH2:28][CH3:29])=[O:26])=[CH:4][CH:3]=1. The catalyst class is: 205. (6) Reactant: FC(F)(F)[C:3]([N:5]([C:7]1[CH:8]=[C:9]([NH:13]/[C:14](=[C:21]2\[C:22](=[O:30])[NH:23][C:24]3[C:29]\2=[CH:28][CH:27]=[CH:26][CH:25]=3)/[C:15]2[CH:20]=[CH:19][CH:18]=[CH:17][CH:16]=2)[CH:10]=[CH:11][CH:12]=1)C)=O.[OH-].[Na+]. Product: [CH3:3][NH:5][C:7]1[CH:8]=[C:9]([NH:13]/[C:14](=[C:21]2\[C:22](=[O:30])[NH:23][C:24]3[C:29]\2=[CH:28][CH:27]=[CH:26][CH:25]=3)/[C:15]2[CH:20]=[CH:19][CH:18]=[CH:17][CH:16]=2)[CH:10]=[CH:11][CH:12]=1. The catalyst class is: 5. (7) Reactant: [CH3:1][C:2]1[CH:7]=[CH:6][C:5]([OH:8])=[C:4]([CH:9]2[CH2:14][C:13]([CH3:16])([CH3:15])[CH2:12][C:11]([CH3:18])([CH3:17])[CH2:10]2)[CH:3]=1.C(N(CC)CC)C.[F:26][C:27]([F:40])([F:39])[S:28](O[S:28]([C:27]([F:40])([F:39])[F:26])(=[O:30])=[O:29])(=[O:30])=[O:29].C(OCC)(=O)C. Product: [CH3:1][C:2]1[CH:7]=[CH:6][C:5]([O:8][S:28]([C:27]([F:40])([F:39])[F:26])(=[O:30])=[O:29])=[C:4]([CH:9]2[CH2:14][C:13]([CH3:16])([CH3:15])[CH2:12][C:11]([CH3:18])([CH3:17])[CH2:10]2)[CH:3]=1. The catalyst class is: 614. (8) Reactant: [Cl:1][C:2]1[N:3]=[C:4]([N:13]2[CH2:18][CH2:17][O:16][CH2:15][CH2:14]2)[C:5]2[N:10]=[C:9]([CH:11]=O)[S:8][C:6]=2[N:7]=1.[NH:19]1[CH2:24][CH2:23][CH:22]([C:25]([OH:28])([CH3:27])[CH3:26])[CH2:21][CH2:20]1.C(O[BH-](OC(=O)C)OC(=O)C)(=O)C.[Na+]. Product: [Cl:1][C:2]1[N:3]=[C:4]([N:13]2[CH2:18][CH2:17][O:16][CH2:15][CH2:14]2)[C:5]2[N:10]=[C:9]([CH2:11][N:19]3[CH2:24][CH2:23][CH:22]([C:25]([OH:28])([CH3:27])[CH3:26])[CH2:21][CH2:20]3)[S:8][C:6]=2[N:7]=1. The catalyst class is: 26. (9) Reactant: [F:1][C:2]1[CH:7]=[CH:6][C:5]([F:8])=[CH:4][C:3]=1[C@@H:9]1[C@@H:14]([NH:15]C(=O)OC(C)(C)C)[CH2:13][C@@H:12]([N:23]2[CH2:30][C:29]3[CH:28]=[N:27][NH:26][C:25]=3[CH2:24]2)[C:11](=O)[N:10]1[CH3:32].C(N(CC)CC)C.[CH:40]1([S:43](Cl)(=[O:45])=[O:44])[CH2:42][CH2:41]1.[C:47]([OH:53])([C:49]([F:52])([F:51])[F:50])=[O:48].C(Cl)Cl. Product: [F:50][C:49]([F:52])([F:51])[C:47]([OH:53])=[O:48].[F:50][C:49]([F:52])([F:51])[C:47]([OH:53])=[O:48].[F:50][C:49]([F:52])([F:51])[C:47]([OH:53])=[O:48].[F:1][C:2]1[CH:7]=[CH:6][C:5]([F:8])=[CH:4][C:3]=1[C@@H:9]1[C@@H:14]([NH2:15])[CH2:13][C@@H:12]([N:23]2[CH2:30][C:29]3[C:25](=[N:26][N:27]([S:43]([CH:40]4[CH2:42][CH2:41]4)(=[O:45])=[O:44])[CH:28]=3)[CH2:24]2)[CH2:11][N:10]1[CH3:32]. The catalyst class is: 4.